From a dataset of Full USPTO retrosynthesis dataset with 1.9M reactions from patents (1976-2016). Predict the reactants needed to synthesize the given product. (1) Given the product [CH2:6]([C:5]1[NH:14][C:15]([C:16]([O:18][CH2:19][CH3:20])=[O:17])=[N:2][C:3]=1[CH3:4])[CH3:7], predict the reactants needed to synthesize it. The reactants are: Cl.[NH2:2][CH:3]([C:5](=O)[CH2:6][CH3:7])[CH3:4].F[B-](F)(F)F.[NH:14]=[C:15](SC)[C:16]([O:18][CH2:19][CH3:20])=[O:17]. (2) Given the product [CH3:12][CH:8]1[CH2:7][C:6]2[C:10](=[C:2]([C:14]3[O:13][CH:17]=[CH:16][CH:15]=3)[CH:3]=[CH:4][CH:5]=2)[C:9]1=[O:11], predict the reactants needed to synthesize it. The reactants are: Br[C:2]1[CH:3]=[CH:4][CH:5]=[C:6]2[C:10]=1[C:9](=[O:11])[CH:8]([CH3:12])[CH2:7]2.[O:13]1[CH:17]=[CH:16][CH:15]=[C:14]1B(O)O.C(=O)([O-])[O-].[Na+].[Na+].O. (3) Given the product [S:21]([C:25]1[CH:30]=[CH:29][C:28]([N:31]2[CH2:35][CH2:34][CH2:33][CH:32]2[C:36]([O:19][C@@H:18]2[C@:2]3([CH3:1])[CH:15]([CH:14]4[CH:5]([CH2:4][CH2:3]3)[C:6]3[CH:7]=[CH:8][C:9]([OH:20])=[CH:10][C:11]=3[CH2:12][CH2:13]4)[CH2:16][CH2:17]2)=[O:37])=[CH:27][CH:26]=1)(=[O:24])(=[O:23])[NH2:22], predict the reactants needed to synthesize it. The reactants are: [CH3:1][C@@:2]12[C@@H:18]([OH:19])[CH2:17][CH2:16][C@H:15]1[C@H:14]1[C@@H:5]([C:6]3[CH:7]=[CH:8][C:9]([OH:20])=[CH:10][C:11]=3[CH2:12][CH2:13]1)[CH2:4][CH2:3]2.[S:21]([C:25]1[CH:30]=[CH:29][C:28]([N:31]2[CH2:35][CH2:34][CH2:33][C@H:32]2[C:36](O)=[O:37])=[CH:27][CH:26]=1)(=[O:24])(=[O:23])[NH2:22]. (4) Given the product [CH2:1]([O:8][C:9]1[CH:14]=[CH:13][C:12]2[N:15]=[C:16]([C:17]3[CH:22]=[CH:21][C:20]([Cl:23])=[C:19]([N+:24]([O-:26])=[O:25])[CH:18]=3)[S:27][C:11]=2[CH:10]=1)[C:2]1[CH:3]=[CH:4][CH:5]=[CH:6][CH:7]=1, predict the reactants needed to synthesize it. The reactants are: [CH2:1]([O:8][C:9]1[CH:14]=[CH:13][C:12]([NH:15][C:16](=[S:27])[C:17]2[CH:22]=[CH:21][C:20]([Cl:23])=[C:19]([N+:24]([O-:26])=[O:25])[CH:18]=2)=[CH:11][CH:10]=1)[C:2]1[CH:7]=[CH:6][CH:5]=[CH:4][CH:3]=1.[OH-].[Na+].